From a dataset of KCNQ2 potassium channel screen with 302,405 compounds. Binary Classification. Given a drug SMILES string, predict its activity (active/inactive) in a high-throughput screening assay against a specified biological target. (1) The compound is S(=O)(=O)(N(CC(=O)N1CCCCCC1)c1ccc(OCC)cc1)c1ccc(cc1)C. The result is 0 (inactive). (2) The molecule is Clc1c(OC)cc(S(=O)(=O)Nc2cc(ccc2)C(O)=O)c(OC)c1. The result is 0 (inactive). (3) The drug is O=C(NNC(=O)c1cc(OC)ccc1)CCc1ccccc1. The result is 0 (inactive). (4) The molecule is Clc1cc(S(=O)(=O)N2CCC(CC2)c2[nH]c3c(n2)cccc3)ccc1. The result is 0 (inactive).